Dataset: Forward reaction prediction with 1.9M reactions from USPTO patents (1976-2016). Task: Predict the product of the given reaction. (1) Given the reactants [N:1]([CH2:4][C:5]1[C:14](=[O:15])[C:13]2[C:8](=[CH:9][C:10]([Cl:16])=[CH:11][CH:12]=2)[N:7]([C:17]2[CH:22]=[CH:21][CH:20]=[CH:19][CH:18]=2)[CH:6]=1)=[N+]=[N-], predict the reaction product. The product is: [NH2:1][CH2:4][C:5]1[C:14](=[O:15])[C:13]2[C:8](=[CH:9][C:10]([Cl:16])=[CH:11][CH:12]=2)[N:7]([C:17]2[CH:18]=[CH:19][CH:20]=[CH:21][CH:22]=2)[CH:6]=1. (2) The product is: [O:1]([C:8]1[CH:20]=[CH:19][C:11]([C:12]([OH:14])=[O:13])=[C:10]([NH:21][S:22](/[CH:25]=[CH:26]/[C:27]2[CH:32]=[CH:31][CH:30]=[CH:29][CH:28]=2)(=[O:24])=[O:23])[CH:9]=1)[C:2]1[CH:3]=[CH:4][CH:5]=[CH:6][CH:7]=1. Given the reactants [O:1]([C:8]1[CH:20]=[CH:19][C:11]([C:12]([O:14]C(C)(C)C)=[O:13])=[C:10]([NH:21][S:22](/[CH:25]=[CH:26]/[C:27]2[CH:32]=[CH:31][CH:30]=[CH:29][CH:28]=2)(=[O:24])=[O:23])[CH:9]=1)[C:2]1[CH:7]=[CH:6][CH:5]=[CH:4][CH:3]=1, predict the reaction product. (3) Given the reactants [CH2:1]([O:8][C:9](=[O:20])[C:10]1[CH:15]=[CH:14][C:13]([C:16](=O)[CH2:17]Br)=[N:12][CH:11]=1)[C:2]1[CH:7]=[CH:6][CH:5]=[CH:4][CH:3]=1.[NH2:21][C:22]([NH2:24])=[S:23].CC([O-])=O.[Na+], predict the reaction product. The product is: [CH2:1]([O:8][C:9](=[O:20])[C:10]1[CH:15]=[CH:14][C:13]([C:16]2[N:21]=[C:22]([NH2:24])[S:23][CH:17]=2)=[N:12][CH:11]=1)[C:2]1[CH:7]=[CH:6][CH:5]=[CH:4][CH:3]=1. (4) Given the reactants [Cl:1][C:2]1[CH:3]=[C:4]([CH:16]=[CH:17][CH:18]=1)[C:5]([NH:7][C:8]1[C:9](Cl)=[N:10][CH:11]=[C:12]([Cl:14])[CH:13]=1)=[O:6].[NH:19]1[CH2:25][CH2:24][CH2:23][NH:22][CH2:21][CH2:20]1, predict the reaction product. The product is: [Cl:1][C:2]1[CH:3]=[C:4]([CH:16]=[CH:17][CH:18]=1)[C:5]([NH:7][C:8]1[C:9]([N:19]2[CH2:25][CH2:24][CH2:23][NH:22][CH2:21][CH2:20]2)=[N:10][CH:11]=[C:12]([Cl:14])[CH:13]=1)=[O:6]. (5) Given the reactants C(OC([N:8]1[CH2:13][CH2:12][CH:11]([O:14][C:15]2[CH:20]=[CH:19][CH:18]=[CH:17][C:16]=2[Br:21])[CH2:10][CH2:9]1)=O)(C)(C)C.[C:22]([OH:28])([C:24]([F:27])([F:26])[F:25])=[O:23], predict the reaction product. The product is: [F:25][C:24]([F:27])([F:26])[C:22]([OH:28])=[O:23].[Br:21][C:16]1[CH:17]=[CH:18][CH:19]=[CH:20][C:15]=1[O:14][CH:11]1[CH2:12][CH2:13][NH:8][CH2:9][CH2:10]1. (6) Given the reactants CI.[OH:3][C:4]1[C:5]([C:9]([O:11][CH2:12][CH3:13])=[O:10])=[N:6][O:7][CH:8]=1.[C:14](=O)([O-])[O-].[K+].[K+].O, predict the reaction product. The product is: [CH3:14][O:3][C:4]1[C:5]([C:9]([O:11][CH2:12][CH3:13])=[O:10])=[N:6][O:7][CH:8]=1. (7) The product is: [C:1]([C:3]1[C:8]([CH2:9][CH2:10][C:11]([O:13][C:14]([CH3:16])([CH3:15])[CH3:17])=[O:12])=[CH:7][CH:6]=[C:5]([C:18]2[S:23][C:22]3[CH:24]=[CH:25][CH:26]=[CH:27][C:21]=3[C:20](=[O:28])[N:19]=2)[N:4]=1)#[N:2]. Given the reactants [C:1]([C:3]1[C:8]([CH2:9][CH2:10][C:11]([O:13][C:14]([CH3:17])([CH3:16])[CH3:15])=[O:12])=[CH:7][CH:6]=[C:5]([C:18]#[N:19])[N:4]=1)#[N:2].[C:20](OC)(=[O:28])[C:21]1[C:22](=[CH:24][CH:25]=[CH:26][CH:27]=1)[SH:23].C(N(CC)CC)C, predict the reaction product. (8) The product is: [Br-:1].[CH3:10][O:9][C:7]([C:6]1[CH:11]=[CH:12][C:3]([CH2:2][P+:25]([C:26]2[CH:27]=[CH:28][CH:29]=[CH:30][CH:31]=2)([C:32]2[CH:37]=[CH:36][CH:35]=[CH:34][CH:33]=2)[C:19]2[CH:20]=[CH:21][CH:22]=[CH:23][CH:24]=2)=[CH:4][C:5]=1[C:13]1[CH:18]=[CH:17][CH:16]=[CH:15][CH:14]=1)=[O:8]. Given the reactants [Br:1][CH2:2][C:3]1[CH:12]=[CH:11][C:6]([C:7]([O:9][CH3:10])=[O:8])=[C:5]([C:13]2[CH:18]=[CH:17][CH:16]=[CH:15][CH:14]=2)[CH:4]=1.[C:19]1([P:25]([C:32]2[CH:37]=[CH:36][CH:35]=[CH:34][CH:33]=2)[C:26]2[CH:31]=[CH:30][CH:29]=[CH:28][CH:27]=2)[CH:24]=[CH:23][CH:22]=[CH:21][CH:20]=1, predict the reaction product. (9) Given the reactants [N:1]1[CH:6]=[CH:5][CH:4]=[C:3]([CH:7]=O)[CH:2]=1.[C:9]([OH:15])(=[O:14])[CH2:10]C(O)=O.C([O-])(=O)C.[NH4+:20], predict the reaction product. The product is: [CH:5]1[CH:6]=[N:1][CH:2]=[C:3]([CH:7]([NH2:20])[CH2:10][C:9]([OH:15])=[O:14])[CH:4]=1.